This data is from Forward reaction prediction with 1.9M reactions from USPTO patents (1976-2016). The task is: Predict the product of the given reaction. Given the reactants [N:1]1[CH:6]=[CH:5][CH:4]=[CH:3][C:2]=1[C:7]1[C:11]([CH2:12][O:13][C:14]2[N:19]=[N:18][C:17]([C:20]([OH:22])=O)=[CH:16][CH:15]=2)=[CH:10][O:9][N:8]=1.[CH:23]1([NH2:26])[CH2:25][CH2:24]1, predict the reaction product. The product is: [CH:23]1([NH:26][C:20]([C:17]2[N:18]=[N:19][C:14]([O:13][CH2:12][C:11]3[C:7]([C:2]4[CH:3]=[CH:4][CH:5]=[CH:6][N:1]=4)=[N:8][O:9][CH:10]=3)=[CH:15][CH:16]=2)=[O:22])[CH2:25][CH2:24]1.